Dataset: Catalyst prediction with 721,799 reactions and 888 catalyst types from USPTO. Task: Predict which catalyst facilitates the given reaction. Reactant: CC(C)([O-])C.[K+].[CH2:7]([O:14][CH2:15][CH2:16][OH:17])[C:8]1[CH:13]=[CH:12][CH:11]=[CH:10][CH:9]=1.Cl[C:19]1[N:26]=[C:25]([NH:27][CH2:28][CH3:29])[CH:24]=[CH:23][C:20]=1[C:21]#[N:22]. Product: [CH2:7]([O:14][CH2:15][CH2:16][O:17][C:19]1[N:26]=[C:25]([NH:27][CH2:28][CH3:29])[CH:24]=[CH:23][C:20]=1[C:21]#[N:22])[C:8]1[CH:13]=[CH:12][CH:11]=[CH:10][CH:9]=1. The catalyst class is: 38.